This data is from Reaction yield outcomes from USPTO patents with 853,638 reactions. The task is: Predict the reaction yield, written as a fraction of the theoretical maximum amount of product (1.0 means a 100% yield; for example, 0.34 means a 34% yield). (1) The reactants are C([N:8]1[CH2:13][CH2:12][N:11]([CH2:14][C@@H:15]2[CH2:19][CH2:18][CH2:17][N:16]2[CH3:20])[CH2:10][CH2:9]1)C1C=CC=CC=1.[H][H]. The catalyst is C1COCC1.[Pd]. The product is [CH3:20][N:16]1[CH2:17][CH2:18][CH2:19][C@H:15]1[CH2:14][N:11]1[CH2:12][CH2:13][NH:8][CH2:9][CH2:10]1. The yield is 0.940. (2) The reactants are O1CCCCC1[N:7]1[C:15]2[C:10](=[CH:11][C:12]([C:16]3[N:20]=[CH:19][N:18](C(C4C=CC=CC=4)(C4C=CC=CC=4)C4C=CC=CC=4)[N:17]=3)=[CH:13][CH:14]=2)[C:9]([C:40]2[CH:41]=[C:42]([NH2:46])[CH:43]=[CH:44][CH:45]=2)=[N:8]1.[C:47](Cl)(=[O:54])[C:48]1[CH:53]=[CH:52][CH:51]=[CH:50][CH:49]=1.O. The catalyst is N1C=CC=CC=1. The product is [NH:18]1[CH:19]=[N:20][C:16]([C:12]2[CH:11]=[C:10]3[C:15](=[CH:14][CH:13]=2)[NH:7][N:8]=[C:9]3[C:40]2[CH:41]=[C:42]([NH:46][C:47](=[O:54])[C:48]3[CH:53]=[CH:52][CH:51]=[CH:50][CH:49]=3)[CH:43]=[CH:44][CH:45]=2)=[N:17]1. The yield is 0.550. (3) The reactants are [Cl:1][C:2]1[CH:3]=[C:4]([CH:6]=[CH:7][CH:8]=1)[NH2:5].[C:9]([O:13][CH2:14][CH3:15])(=[O:12])[CH:10]=[CH2:11].Cl. The catalyst is C(O)C. The product is [Cl:1][C:2]1[CH:3]=[C:4]([NH:5][CH2:11][CH2:10][C:9]([O:13][CH2:14][CH3:15])=[O:12])[CH:6]=[CH:7][CH:8]=1. The yield is 0.510.